This data is from Reaction yield outcomes from USPTO patents with 853,638 reactions. The task is: Predict the reaction yield, written as a fraction of the theoretical maximum amount of product (1.0 means a 100% yield; for example, 0.34 means a 34% yield). (1) The reactants are [CH3:1][C:2]1[C:6]([CH2:7][N:8]2[CH:12]=[C:11]([N:13]3[C:17](=[O:18])[CH2:16][NH:15][C:14]3=[O:19])[CH:10]=[N:9]2)=[C:5]([CH3:20])[O:4][N:3]=1.Br[CH2:22][C:23]1[CH:28]=[CH:27][CH:26]=[C:25]([F:29])[CH:24]=1. No catalyst specified. The product is [CH3:1][C:2]1[C:6]([CH2:7][N:8]2[CH:12]=[C:11]([N:13]3[C:17](=[O:18])[CH2:16][N:15]([CH2:22][C:23]4[CH:28]=[CH:27][CH:26]=[C:25]([F:29])[CH:24]=4)[C:14]3=[O:19])[CH:10]=[N:9]2)=[C:5]([CH3:20])[O:4][N:3]=1. The yield is 0.270. (2) The reactants are [CH2:1]([CH:3]([CH2:32][CH3:33])[C:4]([NH:6][C:7]1[CH:12]=[CH:11][C:10]([N:13]2[CH2:18][CH2:17][CH:16]([C:19](O)([C:24]3[CH:29]=[CH:28][CH:27]=[CH:26][CH:25]=3)[CH2:20][CH2:21][CH2:22][CH3:23])[CH2:15][CH2:14]2)=[C:9]([F:31])[CH:8]=1)=[O:5])[CH3:2].[SiH](CC)(CC)CC.C(O)(C(F)(F)F)=O. The catalyst is C(Cl)Cl. The product is [CH2:32]([CH:3]([CH2:1][CH3:2])[C:4]([NH:6][C:7]1[CH:12]=[CH:11][C:10]([N:13]2[CH2:18][CH2:17][CH:16]([CH:19]([C:24]3[CH:29]=[CH:28][CH:27]=[CH:26][CH:25]=3)[CH2:20][CH2:21][CH2:22][CH3:23])[CH2:15][CH2:14]2)=[C:9]([F:31])[CH:8]=1)=[O:5])[CH3:33]. The yield is 0.550. (3) The reactants are [CH3:1][N:2]([CH3:15])[CH:3]1[CH2:11][C:10]2[C:5](=[CH:6][CH:7]=[C:8]([N+:12]([O-])=O)[CH:9]=2)[CH2:4]1.[H][H]. The catalyst is CO.[Pd]. The product is [NH2:12][C:8]1[CH:9]=[C:10]2[C:5](=[CH:6][CH:7]=1)[CH2:4][CH:3]([N:2]([CH3:15])[CH3:1])[CH2:11]2. The yield is 0.940. (4) The reactants are C([NH:4][C:5]1[NH:6][C:7](=O)[C:8]2[N:14]=[C:13]([Cl:15])[CH:12]=[CH:11][C:9]=2[N:10]=1)(=O)C.C(N(C(C)C)CC)(C)C.P(Cl)(Cl)(Cl)=O.[NH:31]1[CH2:36][CH2:35][O:34][CH2:33][CH2:32]1. The catalyst is O1CCOCC1. The product is [NH2:4][C:5]1[N:6]=[C:7]([N:31]2[CH2:36][CH2:35][O:34][CH2:33][CH2:32]2)[C:8]2[N:14]=[C:13]([Cl:15])[CH:12]=[CH:11][C:9]=2[N:10]=1. The yield is 0.400. (5) The reactants are Br[C:2]1[CH:7]=[CH:6][CH:5]=[CH:4][N:3]=1.[CH2:8]([C:12]1[O:13][C:14]2[C:20]([Cl:21])=[CH:19][CH:18]=[CH:17][C:15]=2[N:16]=1)[CH2:9][C:10]#[CH:11]. No catalyst specified. The product is [Cl:21][C:20]1[C:14]2[O:13][C:12]([CH2:8][CH2:9][C:10]#[C:11][C:2]3[CH:7]=[CH:6][CH:5]=[CH:4][N:3]=3)=[N:16][C:15]=2[CH:17]=[CH:18][CH:19]=1. The yield is 0.440. (6) The reactants are Br[C:2]1[CH:3]=[CH:4][C:5]([N:12]2[C:16]([NH:17][S:18]([C:21]3[CH:26]=[CH:25][C:24]([C:27]([CH3:30])([CH3:29])[CH3:28])=[C:23]([F:31])[CH:22]=3)(=[O:20])=[O:19])=[CH:15][C:14]([CH3:32])=[N:13]2)=[C:6]2[C:11]=1[N:10]=[CH:9][CH:8]=[CH:7]2.CC(=O)CC(=O)C.C(=O)([O-])[O-].[Cs+].[Cs+].C(OCC)(=O)C.[OH-].[NH4+:53]. The catalyst is CN(C=O)C.[Cu]I. The product is [NH2:53][C:2]1[CH:3]=[CH:4][C:5]([N:12]2[C:16]([NH:17][S:18]([C:21]3[CH:26]=[CH:25][C:24]([C:27]([CH3:30])([CH3:29])[CH3:28])=[C:23]([F:31])[CH:22]=3)(=[O:20])=[O:19])=[CH:15][C:14]([CH3:32])=[N:13]2)=[C:6]2[C:11]=1[N:10]=[CH:9][CH:8]=[CH:7]2. The yield is 0.700. (7) The reactants are [CH:1]1([C:7]2([OH:12])[CH2:11][CH2:10][CH2:9][CH2:8]2)[CH2:6][CH2:5][CH2:4][CH2:3][CH2:2]1.[C:13](Cl)(=[O:16])[CH:14]=[CH2:15].C(N(CC)CC)C. The catalyst is C(Cl)Cl.CN(C1C=CN=CC=1)C. The product is [C:13]([O:12][C:7]1([CH:1]2[CH2:2][CH2:3][CH2:4][CH2:5][CH2:6]2)[CH2:8][CH2:9][CH2:10][CH2:11]1)(=[O:16])[CH:14]=[CH2:15]. The yield is 0.905. (8) The reactants are [Cl:1][C:2]1[N:7]=[CH:6][C:5]2[C:8]([N:14]3[CH2:17][CH:16]([C:18](O)=[O:19])[CH2:15]3)=[N:9][N:10]([CH:11]([CH3:13])[CH3:12])[C:4]=2[CH:3]=1.[CH3:21][O:22][CH2:23][CH2:24][NH2:25].C(N(C(C)C)C(C)C)C. The catalyst is CN(C)C=O. The product is [Cl:1][C:2]1[N:7]=[CH:6][C:5]2[C:8]([N:14]3[CH2:17][CH:16]([C:18]([NH:25][CH2:24][CH2:23][O:22][CH3:21])=[O:19])[CH2:15]3)=[N:9][N:10]([CH:11]([CH3:12])[CH3:13])[C:4]=2[CH:3]=1. The yield is 0.630.